This data is from Experimentally validated miRNA-target interactions with 360,000+ pairs, plus equal number of negative samples. The task is: Binary Classification. Given a miRNA mature sequence and a target amino acid sequence, predict their likelihood of interaction. The miRNA is mmu-miR-3097-5p with sequence CACAGGUGGGAAGUGUGUGUCCA. The protein sequence of the target gene is MDRVLRDVFDYSYRDYILSWYGNLSRDDGQLYHLLLDDFWEIVKQIRQRLSHVDVVKVVCNDIVKALLTHFCDLKAATARHEEQPRPFVLHACLKDSHDEVRFLQTCSQVLVLCLLPSKDIQSLSLRTMLAEILTTKVLKPVVELLSNPDYINQMLLRQLEYREQMSEHHKRAYTYAPSYEDFIKLINSNSDVDFLKQLRYQIVVEIIQATTISSFPQLKRHKGKESAAMKTDLLRARNMKRYINQLTVAKKQCEKRIRILGGPAYDQQEDGASDEGEGPQSQKILQFEDIMTNPFYRER.... Result: 0 (no interaction).